Dataset: HIV replication inhibition screening data with 41,000+ compounds from the AIDS Antiviral Screen. Task: Binary Classification. Given a drug SMILES string, predict its activity (active/inactive) in a high-throughput screening assay against a specified biological target. The compound is O=C(Nc1ccn(C2CCC(COC(c3ccccc3)(c3ccccc3)c3ccccc3)O2)c(=O)n1)c1ccccc1. The result is 0 (inactive).